From a dataset of Forward reaction prediction with 1.9M reactions from USPTO patents (1976-2016). Predict the product of the given reaction. (1) The product is: [C:1]1([CH2:7][N:8]2[CH2:12][CH2:11][C@H:10]([NH2:13])[CH2:9]2)[CH2:6][CH2:5][CH2:4][CH2:3][CH:2]=1. Given the reactants [C:1]1([CH2:7][N:8]2[CH2:12][CH2:11][C@H:10]([NH:13]C(=O)OC(C)(C)C)[CH2:9]2)[CH2:6][CH2:5][CH2:4][CH2:3][CH:2]=1.Cl.[OH-].[Na+], predict the reaction product. (2) The product is: [CH3:14][S:11]([C:9]1[CH:8]=[CH:7][C:3]2[C:4](=[O:6])[O:5][C:22](=[O:24])[NH:1][C:2]=2[CH:10]=1)(=[O:13])=[O:12]. Given the reactants [NH2:1][C:2]1[CH:10]=[C:9]([S:11]([CH3:14])(=[O:13])=[O:12])[CH:8]=[CH:7][C:3]=1[C:4]([OH:6])=[O:5].N1C=CC=CC=1.Cl[C:22](Cl)([O:24]C(=O)OC(Cl)(Cl)Cl)Cl, predict the reaction product. (3) Given the reactants [O:1]1[C:5]2([CH2:10][CH2:9][CH:8]([C:11]([O:13][CH2:14][CH3:15])=[O:12])[CH2:7][CH2:6]2)[O:4][CH2:3][CH2:2]1.[Li+].C[Si]([N-][Si](C)(C)C)(C)C.[F:26]N(S(C1C=CC=CC=1)(=O)=O)S(C1C=CC=CC=1)(=O)=O.C([O-])(O)=O.[Na+], predict the reaction product. The product is: [F:26][C:8]1([C:11]([O:13][CH2:14][CH3:15])=[O:12])[CH2:9][CH2:10][C:5]2([O:4][CH2:3][CH2:2][O:1]2)[CH2:6][CH2:7]1. (4) Given the reactants [C:1]([N:5]=[C:6]=[O:7])([CH3:4])([CH3:3])[CH3:2].[C:8]([C:12]1[CH:19]=[CH:18][C:15]([CH2:16][NH2:17])=[CH:14][CH:13]=1)([CH3:11])([CH3:10])[CH3:9].Cl[C:21](Cl)([C:25]([O-])=[O:26])[C:22]([O-])=[O:23], predict the reaction product. The product is: [CH3:2][C:1]([N:5]1[C:22](=[O:23])[CH2:21][C:25](=[O:26])[N:17]([CH2:16][C:15]2[CH:14]=[CH:13][C:12]([C:8]([CH3:11])([CH3:9])[CH3:10])=[CH:19][CH:18]=2)[C:6]1=[O:7])([CH3:4])[CH3:3].